From a dataset of Reaction yield outcomes from USPTO patents with 853,638 reactions. Predict the reaction yield, written as a fraction of the theoretical maximum amount of product (1.0 means a 100% yield; for example, 0.34 means a 34% yield). (1) The reactants are [Cl:1][C:2]1[CH:3]=[C:4]([OH:9])[CH:5]=[N:6][C:7]=1Cl.C[C:11]([O:13][Na])=[O:12].[CH3:15][CH2:16]O. The catalyst is C1C=CC(P(C2C=CC=CC=2)[C-]2C=CC=C2)=CC=1.C1C=CC(P(C2C=CC=CC=2)[C-]2C=CC=C2)=CC=1.Cl[Pd]Cl.[Fe+2].CC([O-])=O.CC([O-])=O.[Pd+2]. The product is [Cl:1][C:2]1[C:7]([C:11]([O:13][CH2:15][CH3:16])=[O:12])=[N:6][CH:5]=[C:4]([OH:9])[CH:3]=1. The yield is 0.810. (2) The reactants are [NH2:1][C:2]1[CH:10]=[CH:9][CH:8]=[C:7]2[C:3]=1[CH2:4][N:5]([CH:12]1[CH2:17][CH2:16][C:15](=[O:18])[NH:14][C:13]1=[O:19])[C:6]2=[O:11].[Cl:20][C:21]1[CH:22]=[C:23]([CH:26]=[CH:27][CH:28]=1)[CH:24]=O.C(O[BH-](OC(=O)C)OC(=O)C)(=O)C.[Na+]. The catalyst is C(O)(=O)C.C(Cl)Cl. The product is [Cl:20][C:21]1[CH:22]=[C:23]([CH:26]=[CH:27][CH:28]=1)[CH2:24][NH:1][C:2]1[CH:10]=[CH:9][CH:8]=[C:7]2[C:3]=1[CH2:4][N:5]([CH:12]1[CH2:17][CH2:16][C:15](=[O:18])[NH:14][C:13]1=[O:19])[C:6]2=[O:11]. The yield is 0.310. (3) The reactants are [C:1]([O:5][C:6]([N:8](C(OC(C)(C)C)=O)[C:9]1[C:13]([C:14]([O:16]CC)=[O:15])=[CH:12][N:11]([C:19]2[CH:24]=[CH:23][CH:22]=[CH:21][CH:20]=2)[N:10]=1)=[O:7])([CH3:4])([CH3:3])[CH3:2].[OH-].[Na+]. The catalyst is CCO. The product is [C:1]([O:5][C:6]([NH:8][C:9]1[C:13]([C:14]([OH:16])=[O:15])=[CH:12][N:11]([C:19]2[CH:24]=[CH:23][CH:22]=[CH:21][CH:20]=2)[N:10]=1)=[O:7])([CH3:4])([CH3:2])[CH3:3]. The yield is 0.830.